From a dataset of TCR-epitope binding with 47,182 pairs between 192 epitopes and 23,139 TCRs. Binary Classification. Given a T-cell receptor sequence (or CDR3 region) and an epitope sequence, predict whether binding occurs between them. (1) The epitope is ILGLPTQTV. The TCR CDR3 sequence is CASSAGLAGTDTQYF. Result: 1 (the TCR binds to the epitope). (2) The epitope is AVFDRKSDAK. The TCR CDR3 sequence is CASSRRTSGGADEQFF. Result: 0 (the TCR does not bind to the epitope). (3) The epitope is MMISAGFSL. The TCR CDR3 sequence is CASSQDPGLAIETQYF. Result: 0 (the TCR does not bind to the epitope).